Dataset: Peptide-MHC class I binding affinity with 185,985 pairs from IEDB/IMGT. Task: Regression. Given a peptide amino acid sequence and an MHC pseudo amino acid sequence, predict their binding affinity value. This is MHC class I binding data. (1) The binding affinity (normalized) is 0.753. The peptide sequence is GTIGAVSLDF. The MHC is Mamu-A02 with pseudo-sequence Mamu-A02. (2) The peptide sequence is FTFAFTSPY. The MHC is Mamu-A2201 with pseudo-sequence Mamu-A2201. The binding affinity (normalized) is 0.776. (3) The MHC is HLA-A02:03 with pseudo-sequence HLA-A02:03. The binding affinity (normalized) is 0.677. The peptide sequence is MMHASTSPF. (4) The peptide sequence is KVSAQNISFK. The MHC is HLA-A11:01 with pseudo-sequence HLA-A11:01. The binding affinity (normalized) is 0.550. (5) The peptide sequence is LTPKWNNET. The MHC is Mamu-B08 with pseudo-sequence Mamu-B08. The binding affinity (normalized) is 0.0202.